Dataset: Full USPTO retrosynthesis dataset with 1.9M reactions from patents (1976-2016). Task: Predict the reactants needed to synthesize the given product. (1) Given the product [N:33]1[C:32]2[CH2:31][CH2:30][N:29]([C:25]3[N:26]=[CH:27][N:28]=[C:23]([O:8][C@@H:7]4[CH2:6][CH2:5][N:4]([C:9]([O:11][C:12]([CH3:15])([CH3:14])[CH3:13])=[O:10])[CH2:3][C@@H:2]4[F:1])[C:24]=3[CH3:38])[C:37]=2[CH:36]=[CH:35][N:34]=1, predict the reactants needed to synthesize it. The reactants are: [F:1][C@@H:2]1[C@H:7]([OH:8])[CH2:6][CH2:5][N:4]([C:9]([O:11][C:12]([CH3:15])([CH3:14])[CH3:13])=[O:10])[CH2:3]1.CC(C)([O-])C.[Na+].Cl[C:23]1[N:28]=[CH:27][N:26]=[C:25]([N:29]2[C:37]3[CH:36]=[CH:35][N:34]=[N:33][C:32]=3[CH2:31][CH2:30]2)[C:24]=1[CH3:38]. (2) Given the product [Cl:43][C:38]1[CH:42]=[C:34]([CH:35]=[CH:36][CH:37]=1)[C:32](/[N:31]=[C:14]1/[N:13]([C@H:10]2[CH2:11][CH2:12][C@@H:7]([C:5](=[O:6])[NH:4][CH:1]([CH3:3])[CH3:2])[CH2:8][CH2:9]2)[C:21]2[CH:20]=[C:19]([O:22][CH2:23][CH2:24][N:25]3[CH2:30][CH2:29][CH2:28][CH2:27][CH2:26]3)[N:18]=[CH:17][C:16]=2[NH:15]/1)=[O:33], predict the reactants needed to synthesize it. The reactants are: [CH:1]([NH:4][C:5]([C@@H:7]1[CH2:12][CH2:11][C@H:10]([N:13]2[C:21]3[CH:20]=[C:19]([O:22][CH2:23][CH2:24][N:25]4[CH2:30][CH2:29][CH2:28][CH2:27][CH2:26]4)[N:18]=[CH:17][C:16]=3[NH:15]/[C:14]/2=[N:31]\[C:32]([C:34]2[CH:35]=[CH:36][C:37]3C=CS[C:38]=3[CH:42]=2)=[O:33])[CH2:9][CH2:8]1)=[O:6])([CH3:3])[CH3:2].[Cl:43]C1C=C(C=CC=1)C(O)=O. (3) Given the product [F:25][C:26]([F:35])([F:34])[C:27]([CH3:32])([OH:33])[CH2:28][C:29]([N:22]1[CH2:23][CH2:24][CH:19]([CH2:18][O:17][C:14]2[CH:13]=[CH:12][C:11]([C:8]3[CH:9]=[CH:10][C:5]([S:2]([CH3:1])(=[O:3])=[O:4])=[CH:6][CH:7]=3)=[CH:16][N:15]=2)[CH2:20][CH2:21]1)=[O:30], predict the reactants needed to synthesize it. The reactants are: [CH3:1][S:2]([C:5]1[CH:10]=[CH:9][C:8]([C:11]2[CH:12]=[CH:13][C:14]([O:17][CH2:18][CH:19]3[CH2:24][CH2:23][NH:22][CH2:21][CH2:20]3)=[N:15][CH:16]=2)=[CH:7][CH:6]=1)(=[O:4])=[O:3].[F:25][C:26]([F:35])([F:34])[C:27]([OH:33])([CH3:32])[CH2:28][C:29](O)=[O:30].